Dataset: Forward reaction prediction with 1.9M reactions from USPTO patents (1976-2016). Task: Predict the product of the given reaction. (1) Given the reactants [OH:1][C:2]1[CH:10]=[CH:9][CH:8]=[C:7]2[C:3]=1[CH:4]=[CH:5][N:6]2[CH3:11].[Br:12][C:13]1[CH:14]=[C:15]([CH:23]=[CH:24][CH:25]=[O:26])[CH:16]=[C:17]([O:21][CH3:22])[C:18]=1[O:19][CH3:20].N1CCOCC1, predict the reaction product. The product is: [Br:12][C:13]1[CH:14]=[C:15]([CH:23]2[C:10]3[C:2](=[C:3]4[CH:4]=[CH:5][N:6]([CH3:11])[C:7]4=[CH:8][CH:9]=3)[O:1][CH:25]([OH:26])[CH2:24]2)[CH:16]=[C:17]([O:21][CH3:22])[C:18]=1[O:19][CH3:20]. (2) The product is: [CH3:32][CH:33]([S:35]([O:1][C:2]1[CH:3]=[CH:4][C:5]2[N:9]=[CH:8][N:7]([C:10]3[S:14][C:13]([C:15]([NH2:17])=[O:16])=[C:12]([O:18][C@@H:19]([C:21]4[CH:26]=[CH:25][CH:24]=[CH:23][C:22]=4[C:27]([F:29])([F:28])[F:30])[CH3:20])[CH:11]=3)[C:6]=2[CH:31]=1)(=[O:37])=[O:36])[CH3:34]. Given the reactants [OH:1][C:2]1[CH:3]=[CH:4][C:5]2[N:9]=[CH:8][N:7]([C:10]3[S:14][C:13]([C:15]([NH2:17])=[O:16])=[C:12]([O:18][C@@H:19]([C:21]4[CH:26]=[CH:25][CH:24]=[CH:23][C:22]=4[C:27]([F:30])([F:29])[F:28])[CH3:20])[CH:11]=3)[C:6]=2[CH:31]=1.[CH3:32][CH:33]([S:35](Cl)(=[O:37])=[O:36])[CH3:34], predict the reaction product.